This data is from Catalyst prediction with 721,799 reactions and 888 catalyst types from USPTO. The task is: Predict which catalyst facilitates the given reaction. (1) Reactant: [Si]([O:8][CH2:9][C@@H:10]1[C:18]2[C:13](=[CH:14][CH:15]=[CH:16][CH:17]=2)[CH2:12][C@H:11]1[NH:19][C:20]([C:22]1[NH:26][C:25]2[S:27][C:28]([Cl:30])=[CH:29][C:24]=2[CH:23]=1)=[O:21])(C(C)(C)C)(C)C.[F-].C([N+](CCCC)(CCCC)CCCC)CCC. Product: [Cl:30][C:28]1[S:27][C:25]2[NH:26][C:22]([C:20]([NH:19][C@@H:11]3[CH2:12][C:13]4[C:18](=[CH:17][CH:16]=[CH:15][CH:14]=4)[C@H:10]3[CH2:9][OH:8])=[O:21])=[CH:23][C:24]=2[CH:29]=1. The catalyst class is: 1. (2) Reactant: [CH2:1]([C:4]1[CH:9]=[CH:8][CH:7]=[CH:6][C:5]=1[NH:10][C:11]#[N:12])[CH2:2][CH3:3].C([O-])(=O)C.[Na+].C(O)(=O)C.[Br:22]Br. Product: [Br:22][C:8]1[CH:7]=[CH:6][C:5]([NH:10][C:11]#[N:12])=[C:4]([CH2:1][CH2:2][CH3:3])[CH:9]=1. The catalyst class is: 614. (3) Reactant: [F:1][CH:2]([F:8])[CH2:3][O:4][CH2:5][CH2:6][OH:7].[C:9]1([CH3:19])[CH:14]=[CH:13][C:12]([S:15](Cl)(=[O:17])=[O:16])=[CH:11][CH:10]=1. Product: [CH3:19][C:9]1[CH:14]=[CH:13][C:12]([S:15]([O:7][CH2:6][CH2:5][O:4][CH2:3][CH:2]([F:8])[F:1])(=[O:17])=[O:16])=[CH:11][CH:10]=1. The catalyst class is: 166. (4) Reactant: CC(OC([N:8]1[CH2:13][CH2:12][CH:11]([CH2:14][C:15]2[CH:16]=[C:17]([C:21]([NH:23][CH2:24][C:25]3[CH:26]=[CH:27][C:28]([F:52])=[C:29]([C:31]4[CH:36]=[CH:35][CH:34]=[C:33]([CH2:37][N:38]5[CH2:43][CH2:42][N:41](C(OC(C)(C)C)=O)[C@@H:40]([CH3:51])[CH2:39]5)[CH:32]=4)[CH:30]=3)=[O:22])[CH:18]=[CH:19][CH:20]=2)[CH2:10][CH2:9]1)=O)(C)C.[H-].[Na+].Br[CH2:56][CH:57]1[CH2:59][CH2:58]1. The catalyst class is: 3. Product: [CH:59]1([CH2:58][N:23]([CH2:24][C:25]2[CH:30]=[C:29]([C:31]3[CH:36]=[CH:35][CH:34]=[C:33]([CH2:37][N:38]4[CH2:43][CH2:42][NH:41][C@@H:40]([CH3:51])[CH2:39]4)[CH:32]=3)[C:28]([F:52])=[CH:27][CH:26]=2)[C:21](=[O:22])[C:17]2[CH:18]=[CH:19][CH:20]=[C:15]([CH2:14][CH:11]3[CH2:10][CH2:9][NH:8][CH2:13][CH2:12]3)[CH:16]=2)[CH2:57][CH2:56]1. (5) Reactant: [C:1]([C:4]1[CH:9]=[CH:8][C:7]([S:10](Cl)(=[O:12])=[O:11])=[CH:6][CH:5]=1)(=[O:3])[CH3:2].[CH3:14][NH:15][CH3:16]. Product: [C:1]([C:4]1[CH:9]=[CH:8][C:7]([S:10]([N:15]([CH3:16])[CH3:14])(=[O:12])=[O:11])=[CH:6][CH:5]=1)(=[O:3])[CH3:2]. The catalyst class is: 2. (6) Product: [F:40][C:31]1[CH:32]=[C:33]([S:36]([CH3:39])(=[O:37])=[O:38])[CH:34]=[CH:35][C:30]=1[CH2:29][N:11]1[CH2:12][CH:13]([CH3:14])[N:15]([CH:16]2[CH2:21][CH2:20][N:19]([C:22]([O:24][C:25]([CH3:27])([CH3:26])[CH3:28])=[O:23])[CH2:18][CH2:17]2)[C:9]1=[O:8]. The catalyst class is: 99. Reactant: C([O:8][C:9]([N:11]([CH2:29][C:30]1[CH:35]=[CH:34][C:33]([S:36]([CH3:39])(=[O:38])=[O:37])=[CH:32][C:31]=1[F:40])[CH2:12][CH:13]([NH:15][CH:16]1[CH2:21][CH2:20][N:19]([C:22]([O:24][C:25]([CH3:28])([CH3:27])[CH3:26])=[O:23])[CH2:18][CH2:17]1)[CH3:14])=O)C1C=CC=CC=1.N1(C(N2C=CN=C2)=O)C=CN=C1.CCN(C(C)C)C(C)C. (7) Reactant: [N:1]1[C:6]2[C:7]3[CH:15]=[CH:14][CH:13]=[CH:12][C:8]=3[O:9][CH2:10][CH2:11][C:5]=2[C:4](O)=[N:3][CH:2]=1.P(Cl)(Cl)([Cl:19])=O.C(=O)([O-])[O-].[K+].[K+]. Product: [Cl:19][C:4]1[C:5]2[CH2:11][CH2:10][O:9][C:8]3[CH:12]=[CH:13][CH:14]=[CH:15][C:7]=3[C:6]=2[N:1]=[CH:2][N:3]=1. The catalyst class is: 6. (8) Reactant: C([O-])([O-])=O.[K+].[K+].Br[CH2:8][CH2:9][C:10]1[CH:15]=[CH:14][C:13]([F:16])=[CH:12][CH:11]=1.[CH3:17][O:18][C:19](=[O:43])/[CH:20]=[CH:21]/[C:22]1[CH:23]=[C:24]2[C:39](=[CH:40][CH:41]=1)[O:38][C:27]1([CH2:30][N:29](C(OC(C)(C)C)=O)[CH2:28]1)[CH2:26][C:25]2=[O:42]. Product: [CH3:17][O:18][C:19](=[O:43])/[CH:20]=[CH:21]/[C:22]1[CH:23]=[C:24]2[C:39](=[CH:40][CH:41]=1)[O:38][C:27]1([CH2:30][N:29]([CH2:8][CH2:9][C:10]3[CH:15]=[CH:14][C:13]([F:16])=[CH:12][CH:11]=3)[CH2:28]1)[CH2:26][C:25]2=[O:42]. The catalyst class is: 10. (9) Reactant: [Br:1][C:2]1[CH:7]=[CH:6][C:5]([C:8]2([C:12]#N)[CH2:11][CH2:10][CH2:9]2)=[CH:4][CH:3]=1.[OH-:14].[K+].CC[OH:18]. Product: [Br:1][C:2]1[CH:7]=[CH:6][C:5]([C:8]2([C:12]([OH:18])=[O:14])[CH2:11][CH2:10][CH2:9]2)=[CH:4][CH:3]=1. The catalyst class is: 69. (10) Reactant: [CH3:1][O:2][C:3]1[CH:12]=[CH:11][C:6]([C:7]([O:9]C)=O)=[CH:5][CH:4]=1.C[O-].[Na+].Cl.[C:17](#[N:19])[CH3:18]. Product: [CH3:1][O:2][C:3]1[CH:4]=[CH:5][C:6]([C:7]([CH2:18][C:17]#[N:19])=[O:9])=[CH:11][CH:12]=1. The catalyst class is: 58.